The task is: Predict the reactants needed to synthesize the given product.. This data is from Full USPTO retrosynthesis dataset with 1.9M reactions from patents (1976-2016). (1) Given the product [Cl:1][C:2]1[S:3][C:4]([CH2:7][NH:8][C:9]2[C:14]([C:15]3[CH:20]=[CH:19][CH:18]=[CH:17][CH:16]=3)=[CH:13][CH:12]=[CH:11][N:10]=2)=[CH:5][N:6]=1, predict the reactants needed to synthesize it. The reactants are: [Cl:1][C:2]1[S:3][C:4]([CH:7]=[N:8][C:9]2[C:14]([C:15]3[CH:20]=[CH:19][CH:18]=[CH:17][CH:16]=3)=[CH:13][CH:12]=[CH:11][N:10]=2)=[CH:5][N:6]=1.[BH4-].[Na+]. (2) Given the product [CH:16]1([N:7]2[CH2:8][C:9]([F:15])([F:14])[C:10](=[O:13])[N:11]([CH3:12])[C:5]3[CH:4]=[N:3][C:2]([NH:35][C:36]4[CH:49]=[CH:48][C:39]([C:40]([NH:42][CH2:43][CH2:44][N:45]([CH3:46])[CH3:47])=[O:41])=[CH:38][CH:37]=4)=[N:22][C:6]2=3)[CH2:21][CH2:20][CH2:19][CH2:18][CH2:17]1, predict the reactants needed to synthesize it. The reactants are: Cl[C:2]1[N:3]=[CH:4][C:5]2[N:11]([CH3:12])[C:10](=[O:13])[C:9]([F:15])([F:14])[CH2:8][N:7]([CH:16]3[CH2:21][CH2:20][CH2:19][CH2:18][CH2:17]3)[C:6]=2[N:22]=1.O.C1(C)C(S(O)(=O)=O)=CC=CC=1.[NH2:35][C:36]1[CH:49]=[CH:48][C:39]([C:40]([NH:42][CH2:43][CH2:44][N:45]([CH3:47])[CH3:46])=[O:41])=[CH:38][CH:37]=1. (3) Given the product [Cl:1][C:2]1[CH:11]=[C:10]([O:27][CH2:28][C:29]2[CH:34]=[CH:33][C:32]([O:35][CH3:36])=[CH:31][CH:30]=2)[C:9]2[C:4](=[C:5]([CH3:15])[CH:6]=[C:7]([O:13][CH3:14])[CH:8]=2)[N:3]=1, predict the reactants needed to synthesize it. The reactants are: [Cl:1][C:2]1[CH:11]=[C:10](Cl)[C:9]2[C:4](=[C:5]([CH3:15])[CH:6]=[C:7]([O:13][CH3:14])[CH:8]=2)[N:3]=1.ClC1C=C([O:27][CH2:28][C:29]2[CH:34]=[CH:33][C:32]([O:35][CH3:36])=[CH:31][CH:30]=2)C2C(=C(Cl)C(OC)=CC=2)N=1. (4) Given the product [NH2:27][C:20]1[CH:21]=[CH:22][CH:23]=[C:24]2[C:19]=1[C:8](=[O:30])[C:7]1([NH:6][C:4](=[O:5])[C:3]3[C:2]([Cl:1])=[CH:34][C:33]([Cl:35])=[CH:32][C:31]=3[Cl:36])[C:11]3[CH:12]=[CH:13][C:14]([CH:16]([CH3:18])[CH3:17])=[CH:15][C:10]=3[O:9][C:25]12[OH:26], predict the reactants needed to synthesize it. The reactants are: [Cl:1][C:2]1[CH:34]=[C:33]([Cl:35])[CH:32]=[C:31]([Cl:36])[C:3]=1[C:4]([NH:6][C:7]12[C:25](=[O:26])[C:24]3[C:19](=[C:20]([N+:27]([O-])=O)[CH:21]=[CH:22][CH:23]=3)[C:8]1([OH:30])[O:9][C:10]1[CH:15]=[C:14]([CH:16]([CH3:18])[CH3:17])[CH:13]=[CH:12][C:11]=12)=[O:5]. (5) Given the product [Br:1][C:2]1[CH:7]=[CH:6][C:5]([N:12]2[CH2:13][CH2:14][CH2:15][NH:9][C:10](=[O:16])[CH2:11]2)=[N:4][CH:3]=1, predict the reactants needed to synthesize it. The reactants are: [Br:1][C:2]1[CH:3]=[N:4][C:5](F)=[CH:6][CH:7]=1.[NH:9]1[CH2:15][CH2:14][CH2:13][NH:12][CH2:11][C:10]1=[O:16].C(N(CC)CC)C.